Dataset: Full USPTO retrosynthesis dataset with 1.9M reactions from patents (1976-2016). Task: Predict the reactants needed to synthesize the given product. (1) Given the product [NH2:16][CH2:15][CH:5]([C:4]1[CH:7]=[CH:8][C:9]([F:10])=[C:2]([F:1])[CH:3]=1)[OH:6], predict the reactants needed to synthesize it. The reactants are: [F:1][C:2]1[CH:3]=[C:4]([CH:7]=[CH:8][C:9]=1[F:10])[CH:5]=[O:6].[Si]([C:15]#[N:16])(C)(C)C.[H-].[H-].[H-].[H-].[Li+].[Al+3].[OH-].[Na+]. (2) Given the product [I:24][C:5]1[CH:7]=[CH:8][C:2]([CH3:1])=[C:3]([N+:9]([O-:11])=[O:10])[CH:4]=1, predict the reactants needed to synthesize it. The reactants are: [CH3:1][C:2]1[CH:8]=[CH:7][C:5](N)=[CH:4][C:3]=1[N+:9]([O-:11])=[O:10].S(=O)(=O)(O)O.[Cl-].[Na+].N([O-])=O.[Na+].[Na+].[I-:24]. (3) Given the product [C:1]1([C:7](=[N:19][OH:20])[CH2:8][CH2:9][CH2:10][C:11]2[CH:16]=[CH:15][N:14]=[CH:13][CH:12]=2)[CH:6]=[CH:5][CH:4]=[CH:3][CH:2]=1, predict the reactants needed to synthesize it. The reactants are: [C:1]1([C:7](=O)[CH2:8][CH2:9][CH2:10][C:11]2[CH:16]=[CH:15][N:14]=[CH:13][CH:12]=2)[CH:6]=[CH:5][CH:4]=[CH:3][CH:2]=1.Cl.[NH2:19][OH:20].C([O-])(=O)C.[Na+].O. (4) Given the product [ClH:30].[CH2:25]([O:24][CH:12]([C:13]1[CH:22]=[CH:21][C:16]2[C:17](=[O:20])[O:18][CH2:19][C:15]=2[C:14]=1[CH3:23])[CH2:11][N:9]1[CH2:10][CH2:5][NH:6][CH2:7][CH2:8]1)[CH3:26], predict the reactants needed to synthesize it. The reactants are: CC([CH:5]1[CH2:10][N:9]([CH2:11][CH:12]([O:24][CH2:25][CH3:26])[C:13]2[CH:22]=[CH:21][C:16]3[C:17](=[O:20])[O:18][CH2:19][C:15]=3[C:14]=2[CH3:23])[CH2:8][CH2:7][N:6]1C([O-])=O)(C)C.[ClH:30]. (5) Given the product [N:1]1([C@@H:7]2[CH2:8][C@H:9]([OH:11])[CH2:10]2)[CH2:6][CH2:5][CH2:4][CH2:3][CH2:2]1, predict the reactants needed to synthesize it. The reactants are: [N:1]1([C:7]2[CH2:10][C:9](=[O:11])[CH:8]=2)[CH2:6][CH2:5][CH2:4][CH2:3][CH2:2]1.[BH4-].[Na+].CC(C)=O.